From a dataset of Retrosynthesis with 50K atom-mapped reactions and 10 reaction types from USPTO. Predict the reactants needed to synthesize the given product. (1) Given the product CCOC(=O)C=CCc1ccc(Br)cc1, predict the reactants needed to synthesize it. The reactants are: CCOC(=O)C=P(c1ccccc1)(c1ccccc1)c1ccccc1.O=CCc1ccc(Br)cc1. (2) The reactants are: Brc1ccsc1.CCCC[Sn](CCCC)(CCCC)c1ccc2c(c1)CC(NC(=O)OC(C)(C)C)C(=O)N2Cc1ccccc1. Given the product CC(C)(C)OC(=O)NC1Cc2cc(-c3ccsc3)ccc2N(Cc2ccccc2)C1=O, predict the reactants needed to synthesize it. (3) Given the product COc1cc(F)cc2ccc(/C=N/Nc3ccc([C@@H](N4CC[C@H](NC(=O)OC(C)(C)C)C4)C(F)(F)F)cn3)nc12, predict the reactants needed to synthesize it. The reactants are: CC(C)(C)OC(=O)N[C@H]1CCN([C@H](c2ccc(NN)nc2)C(F)(F)F)C1.COc1cc(F)cc2ccc(C=O)nc12. (4) Given the product Fc1ccc(Br)cc1CBr, predict the reactants needed to synthesize it. The reactants are: Cc1cc(Br)ccc1F.O=C1CCC(=O)N1Br.